From a dataset of CYP2C19 inhibition data for predicting drug metabolism from PubChem BioAssay. Regression/Classification. Given a drug SMILES string, predict its absorption, distribution, metabolism, or excretion properties. Task type varies by dataset: regression for continuous measurements (e.g., permeability, clearance, half-life) or binary classification for categorical outcomes (e.g., BBB penetration, CYP inhibition). Dataset: cyp2c19_veith. The compound is CS(=O)(=O)Nc1cccc(-c2ccc3ncnc(N4CCNCC4)c3c2)c1. The result is 0 (non-inhibitor).